From a dataset of Forward reaction prediction with 1.9M reactions from USPTO patents (1976-2016). Predict the product of the given reaction. (1) Given the reactants [CH3:1][C:2]1[C:3]([NH:13]C(OC(C)(C)C)=O)=[N:4][C:5](C(O)=O)=[CH:6][C:7]=1[O:8][CH3:9].[CH:21]([OH:23])=[O:22], predict the reaction product. The product is: [CH3:1][C:2]1[C:3]([NH2:13])([C:21]([OH:23])=[O:22])[NH:4][CH:5]=[CH:6][C:7]=1[O:8][CH3:9]. (2) Given the reactants [CH3:1][C:2]1[O:6][N:5]=[C:4]([C:7]2[CH:12]=[CH:11][CH:10]=[CH:9][CH:8]=2)[C:3]=1[CH2:13][O:14][C:15]1[CH:23]=[CH:22][C:18]([C:19]([OH:21])=O)=[CH:17][N:16]=1.[NH2:24][CH2:25][C:26]([CH3:30])([CH3:29])[CH2:27][OH:28], predict the reaction product. The product is: [OH:28][CH2:27][C:26]([CH3:30])([CH3:29])[CH2:25][NH:24][C:19](=[O:21])[C:18]1[CH:22]=[CH:23][C:15]([O:14][CH2:13][C:3]2[C:4]([C:7]3[CH:8]=[CH:9][CH:10]=[CH:11][CH:12]=3)=[N:5][O:6][C:2]=2[CH3:1])=[N:16][CH:17]=1. (3) The product is: [C:3]([CH2:6][S:7]([C:8]1[C:17](=[O:18])[C:16]2[C:11](=[CH:12][C:13]([F:19])=[CH:14][CH:15]=2)[N:10]([CH3:20])[CH:9]=1)=[O:1])([OH:5])=[O:4]. Given the reactants [OH:1]O.[C:3]([CH2:6][S:7][C:8]1[C:17](=[O:18])[C:16]2[C:11](=[CH:12][C:13]([F:19])=[CH:14][CH:15]=2)[N:10]([CH3:20])[CH:9]=1)([OH:5])=[O:4], predict the reaction product. (4) Given the reactants [CH2:1]([S:3][C:4]1[N:24]=[CH:23][CH:22]=[CH:21][C:5]=1[C:6]([NH:8][C:9]1[CH:14]=[C:13]([S:15][C:16]([F:19])([F:18])[F:17])[CH:12]=[CH:11][C:10]=1[OH:20])=O)[CH3:2].COCCOC(/N=N/C(OCCOC)=O)=O.C1(P(C2C=CC=CC=2)C2C=CC=CC=2)C=CC=CC=1.[Cl-].[NH4+], predict the reaction product. The product is: [CH2:1]([S:3][C:4]1[C:5]([C:6]2[O:20][C:10]3[CH:11]=[CH:12][C:13]([S:15][C:16]([F:19])([F:18])[F:17])=[CH:14][C:9]=3[N:8]=2)=[CH:21][CH:22]=[CH:23][N:24]=1)[CH3:2]. (5) Given the reactants [NH2:1][C:2]1[CH:3]=[C:4]([C:27]2[CH:28]=[CH:29][C:30]([Cl:42])=[C:31]3[C:35]=2[N:34]([CH3:36])[N:33]=[C:32]3[NH:37][S:38]([CH3:41])(=[O:40])=[O:39])[C:5]([C@@H:9]([NH:19][C:20](=[O:26])OC(C)(C)C)[CH2:10][C:11]2[CH:16]=[C:15]([F:17])[CH:14]=[C:13]([F:18])[CH:12]=2)=[N:6][C:7]=1[Cl:8].[F:43][C:44]1([F:61])[C:48]2[N:49]([CH2:56]C(O)=O)[N:50]=[C:51]([C:52]([F:55])([F:54])[F:53])[C:47]=2[C@H:46]2[CH2:60][C@@H:45]12.FC(F)C1C2[C@H]3C[C@H]3C(F)(F)C=2N(CC(O)=O)N=1, predict the reaction product. The product is: [NH2:1][C:2]1[CH:3]=[C:4]([C:27]2[CH:28]=[CH:29][C:30]([Cl:42])=[C:31]3[C:35]=2[N:34]([CH3:36])[N:33]=[C:32]3[NH:37][S:38]([CH3:41])(=[O:39])=[O:40])[C:5]([C@@H:9]([NH:19][C:20](=[O:26])[CH2:56][N:49]2[C:48]3[C:44]([F:43])([F:61])[C@@H:45]4[CH2:60][C@@H:46]4[C:47]=3[C:51]([C:52]([F:53])([F:54])[F:55])=[N:50]2)[CH2:10][C:11]2[CH:16]=[C:15]([F:17])[CH:14]=[C:13]([F:18])[CH:12]=2)=[N:6][C:7]=1[Cl:8]. (6) Given the reactants [NH2:1][C:2]1[CH:10]=[CH:9][C:8]([I:11])=[CH:7][C:3]=1[C:4](O)=[O:5].C(O)(=O)C.[CH:16](N)=[NH:17], predict the reaction product. The product is: [I:11][C:8]1[CH:7]=[C:3]2[C:2](=[CH:10][CH:9]=1)[N:1]=[CH:16][NH:17][C:4]2=[O:5]. (7) The product is: [C:1]([OH:6])(=[O:5])[C:2]([OH:4])=[O:3].[F:7][C:8]1[CH:9]=[CH:10][CH:11]=[C:12]2[C:19]=1[C:15]([CH2:16][CH2:17][NH2:18])=[CH:14][NH:13]2. Given the reactants [C:1]([OH:6])(=[O:5])[C:2]([OH:4])=[O:3].[F:7][C:8]1[CH:9]=[CH:10][CH:11]=[C:12]2[C:19]=1[C:15]([CH2:16][CH2:17][NH2:18])=[CH:14][NH:13]2.CO.CCOCC, predict the reaction product. (8) Given the reactants Br[C:2]1[N:7]=[C:6]([C:8]([NH:10][C:11]2[CH:16]=[CH:15][CH:14]=[CH:13][N:12]=2)=[O:9])[CH:5]=[CH:4][CH:3]=1.[C-:17]#[N:18].[Na+], predict the reaction product. The product is: [C:17]([C:2]1[N:7]=[C:6]([C:8]([NH:10][C:11]2[CH:16]=[CH:15][CH:14]=[CH:13][N:12]=2)=[O:9])[CH:5]=[CH:4][CH:3]=1)#[N:18].